From a dataset of NCI-60 drug combinations with 297,098 pairs across 59 cell lines. Regression. Given two drug SMILES strings and cell line genomic features, predict the synergy score measuring deviation from expected non-interaction effect. (1) Drug 1: CC1OCC2C(O1)C(C(C(O2)OC3C4COC(=O)C4C(C5=CC6=C(C=C35)OCO6)C7=CC(=C(C(=C7)OC)O)OC)O)O. Drug 2: CCC(=C(C1=CC=CC=C1)C2=CC=C(C=C2)OCCN(C)C)C3=CC=CC=C3.C(C(=O)O)C(CC(=O)O)(C(=O)O)O. Cell line: EKVX. Synergy scores: CSS=8.34, Synergy_ZIP=-8.42, Synergy_Bliss=-3.87, Synergy_Loewe=-6.58, Synergy_HSA=-2.97. (2) Drug 1: CN(C)N=NC1=C(NC=N1)C(=O)N. Drug 2: CC1=C(C(=CC=C1)Cl)NC(=O)C2=CN=C(S2)NC3=CC(=NC(=N3)C)N4CCN(CC4)CCO. Cell line: SF-268. Synergy scores: CSS=-1.57, Synergy_ZIP=1.39, Synergy_Bliss=0.254, Synergy_Loewe=-10.2, Synergy_HSA=-4.77. (3) Drug 1: CC1C(C(CC(O1)OC2CC(CC3=C2C(=C4C(=C3O)C(=O)C5=C(C4=O)C(=CC=C5)OC)O)(C(=O)CO)O)N)O.Cl. Drug 2: CN(C)N=NC1=C(NC=N1)C(=O)N. Cell line: MCF7. Synergy scores: CSS=16.8, Synergy_ZIP=0.846, Synergy_Bliss=1.58, Synergy_Loewe=6.16, Synergy_HSA=5.12. (4) Drug 1: COC1=CC(=CC(=C1O)OC)C2C3C(COC3=O)C(C4=CC5=C(C=C24)OCO5)OC6C(C(C7C(O6)COC(O7)C8=CC=CS8)O)O. Drug 2: C1=NC2=C(N1)C(=S)N=CN2. Cell line: SK-MEL-2. Synergy scores: CSS=47.3, Synergy_ZIP=6.03, Synergy_Bliss=6.50, Synergy_Loewe=-23.5, Synergy_HSA=3.53. (5) Drug 1: CNC(=O)C1=CC=CC=C1SC2=CC3=C(C=C2)C(=NN3)C=CC4=CC=CC=N4. Drug 2: COC1=C2C(=CC3=C1OC=C3)C=CC(=O)O2. Cell line: COLO 205. Synergy scores: CSS=-5.04, Synergy_ZIP=2.44, Synergy_Bliss=-1.94, Synergy_Loewe=-3.61, Synergy_HSA=-5.24.